This data is from NCI-60 drug combinations with 297,098 pairs across 59 cell lines. The task is: Regression. Given two drug SMILES strings and cell line genomic features, predict the synergy score measuring deviation from expected non-interaction effect. (1) Drug 1: COC1=C(C=C2C(=C1)N=CN=C2NC3=CC(=C(C=C3)F)Cl)OCCCN4CCOCC4. Drug 2: CN(CCCl)CCCl.Cl. Cell line: LOX IMVI. Synergy scores: CSS=17.2, Synergy_ZIP=-3.51, Synergy_Bliss=-1.68, Synergy_Loewe=-2.39, Synergy_HSA=0.448. (2) Cell line: PC-3. Drug 2: CC1C(C(CC(O1)OC2CC(CC3=C2C(=C4C(=C3O)C(=O)C5=C(C4=O)C(=CC=C5)OC)O)(C(=O)CO)O)N)O.Cl. Synergy scores: CSS=32.2, Synergy_ZIP=-5.30, Synergy_Bliss=0.0756, Synergy_Loewe=-5.03, Synergy_HSA=2.12. Drug 1: CC1=CC=C(C=C1)C2=CC(=NN2C3=CC=C(C=C3)S(=O)(=O)N)C(F)(F)F.